From a dataset of Catalyst prediction with 721,799 reactions and 888 catalyst types from USPTO. Predict which catalyst facilitates the given reaction. (1) Reactant: Cl[C:2]1[CH:7]=[C:6]([O:8][C:9]2[CH:10]=[N:11][C:12]([N+:15]([O-:17])=[O:16])=[CH:13][CH:14]=2)[CH:5]=[CH:4][N:3]=1.CC1(C)C(C)(C)OB([C:26]2[CH:27]=[CH:28][C:29]([NH2:32])=[N:30][CH:31]=2)O1.C([O-])([O-])=O.[K+].[K+]. Product: [N+:15]([C:12]1[N:11]=[CH:10][C:9]([O:8][C:6]2[CH:5]=[CH:4][N:3]=[C:2]([C:26]3[CH:31]=[N:30][C:29]([NH2:32])=[CH:28][CH:27]=3)[CH:7]=2)=[CH:14][CH:13]=1)([O-:17])=[O:16]. The catalyst class is: 38. (2) Reactant: [C:1]([NH:4][C:5]1[CH:10]=[CH:9][CH:8]=[CH:7][CH:6]=1)(=S)[CH3:2].[C:11]([NH:19][NH2:20])(=O)[C:12]1[CH:17]=[CH:16][CH:15]=[CH:14][CH:13]=1.C(O)CCC. Product: [CH3:2][C:1]1[N:4]([C:5]2[CH:10]=[CH:9][CH:8]=[CH:7][CH:6]=2)[C:11]([C:12]2[CH:17]=[CH:16][CH:15]=[CH:14][CH:13]=2)=[N:19][N:20]=1. The catalyst class is: 6. (3) Reactant: [F:1][C:2]([F:17])([F:16])[CH:3]([NH:6][C:7]1[CH:12]=[CH:11][CH:10]=[C:9]([N+:13]([O-:15])=[O:14])[CH:8]=1)[CH2:4][NH2:5].[C:18](O[C:18]([O:20][C:21]([CH3:24])([CH3:23])[CH3:22])=[O:19])([O:20][C:21]([CH3:24])([CH3:23])[CH3:22])=[O:19].O.C(OCC)(=O)C. The catalyst class is: 571. Product: [F:1][C:2]([F:16])([F:17])[CH:3]([NH:6][C:7]1[CH:12]=[CH:11][CH:10]=[C:9]([N+:13]([O-:15])=[O:14])[CH:8]=1)[CH2:4][NH:5][C:18](=[O:19])[O:20][C:21]([CH3:24])([CH3:23])[CH3:22].